From a dataset of Catalyst prediction with 721,799 reactions and 888 catalyst types from USPTO. Predict which catalyst facilitates the given reaction. (1) Reactant: [NH2:1][C:2]1[N:7]=[C:6]2[NH:8][N:9]=[C:10]([CH2:11][N:12]3[C:20]4[C:15](=[C:16]([O:22][C:23]5[CH:24]=[C:25]([CH:28]=[C:29]([Cl:31])[CH:30]=5)[C:26]#[N:27])[C:17]([Cl:21])=[CH:18][CH:19]=4)[CH:14]=[N:13]3)[C:5]2=[CH:4][CH:3]=1.Cl. Product: [Cl-:21].[Cl:21][C:17]1[C:16]([O:22][C:23]2[CH:24]=[C:25]([C:26]#[N:27])[CH:28]=[C:29]([Cl:31])[CH:30]=2)=[C:15]2[C:20](=[CH:19][CH:18]=1)[N:12]([CH2:11][C:10]1[C:5]3[C:6](=[N:7][C:2]([NH3+:1])=[CH:3][CH:4]=3)[NH:8][N:9]=1)[N:13]=[CH:14]2. The catalyst class is: 254. (2) Reactant: [NH2:1][C@H:2]([C:13]([N:15]1[CH2:20][CH2:19][O:18][CH2:17][C@@H:16]1[CH3:21])=[O:14])[CH2:3][NH:4][C:5]([C:7]1[S:8][C:9]([Cl:12])=[CH:10][CH:11]=1)=[O:6].CCN(C(C)C)C(C)C.[CH2:31]([C:33]1[C:38]([N:39]2[CH2:44][CH2:43][O:42][CH2:41][C:40]2=[O:45])=[CH:37][CH:36]=[CH:35][C:34]=1[S:46](Cl)(=[O:48])=[O:47])[CH3:32]. Product: [CH2:31]([C:33]1[C:38]([N:39]2[CH2:44][CH2:43][O:42][CH2:41][C:40]2=[O:45])=[CH:37][CH:36]=[CH:35][C:34]=1[S:46]([NH:1][C@H:2]([C:13]([N:15]1[CH2:20][CH2:19][O:18][CH2:17][C@@H:16]1[CH3:21])=[O:14])[CH2:3][NH:4][C:5]([C:7]1[S:8][C:9]([Cl:12])=[CH:10][CH:11]=1)=[O:6])(=[O:47])=[O:48])[CH3:32]. The catalyst class is: 2.